Dataset: Full USPTO retrosynthesis dataset with 1.9M reactions from patents (1976-2016). Task: Predict the reactants needed to synthesize the given product. (1) Given the product [Br:12][C:13]1[C:19]([CH3:20])=[N:7][C:5]2[N:4]([N:3]=[C:2]([CH3:1])[CH:6]=2)[C:14]=1[OH:15], predict the reactants needed to synthesize it. The reactants are: [CH3:1][C:2]1[CH:6]=[C:5]([NH2:7])[NH:4][N:3]=1.C(O)(=O)C.[Br:12][CH:13]([C:19](=O)[CH3:20])[C:14](OCC)=[O:15]. (2) Given the product [F:1][C:2]1[CH:3]=[CH:4][C:5]([CH:8]2[C:17]3[C:12](=[CH:13][C:14]([C:18]4[N:23]=[N:22][C:21]([NH:24][CH3:25])=[CH:20][CH:19]=4)=[CH:15][CH:16]=3)[CH2:11][NH:10][CH2:9]2)=[CH:6][CH:7]=1, predict the reactants needed to synthesize it. The reactants are: [F:1][C:2]1[CH:7]=[CH:6][C:5]([CH:8]2[C:17]3[C:12](=[CH:13][C:14]([C:18]4[N:23]=[N:22][C:21]([N:24](C)[C:25](=O)OC(C)(C)C)=[CH:20][CH:19]=4)=[CH:15][CH:16]=3)[CH2:11][N:10](C)[CH2:9]2)=[CH:4][CH:3]=1.CN(C1C2C(N(C)C)=CC=CC=2C=CC=1)C.ClC(OC(Cl)C)=O. (3) Given the product [Br:13][C:14]1[CH:15]=[CH:16][C:17]([F:22])=[C:18]([CH:19]([C:2]2[CH:3]=[N:4][CH:5]=[CH:6][CH:7]=2)[OH:20])[CH:21]=1, predict the reactants needed to synthesize it. The reactants are: Br[C:2]1[CH:3]=[N:4][CH:5]=[CH:6][CH:7]=1.C([Mg]Cl)(C)C.[Br:13][C:14]1[CH:15]=[CH:16][C:17]([F:22])=[C:18]([CH:21]=1)[CH:19]=[O:20]. (4) The reactants are: Cl.[C:2]([C:6]1[CH:10]=[C:9]([NH2:11])[N:8]([C:12]2[CH:17]=[CH:16][C:15]([CH3:18])=[CH:14][CH:13]=2)[N:7]=1)([CH3:5])([CH3:4])[CH3:3].[OH-].[Na+].[C:21](Cl)(=[O:28])[O:22][CH2:23][C:24]([Cl:27])([Cl:26])[Cl:25]. Given the product [C:2]([C:6]1[CH:10]=[C:9]([NH:11][C:21](=[O:28])[O:22][CH2:23][C:24]([Cl:27])([Cl:26])[Cl:25])[N:8]([C:12]2[CH:13]=[CH:14][C:15]([CH3:18])=[CH:16][CH:17]=2)[N:7]=1)([CH3:5])([CH3:4])[CH3:3], predict the reactants needed to synthesize it. (5) Given the product [N:6]12[CH2:11][CH2:10][CH:9]([CH2:8][CH2:7]1)[C@@H:4]([NH:3][C:33]([C:23]1[N:22]([CH3:21])[C:26]([C:27]3[CH:28]=[CH:29][CH:30]=[CH:31][CH:32]=3)=[CH:25][CH:24]=1)=[O:34])[CH2:5]2, predict the reactants needed to synthesize it. The reactants are: Cl.Cl.[NH2:3][C@@H:4]1[CH:9]2[CH2:10][CH2:11][N:6]([CH2:7][CH2:8]2)[CH2:5]1.CCN(C(C)C)C(C)C.[CH3:21][N:22]1[C:26]([C:27]2[CH:32]=[CH:31][CH:30]=[CH:29][CH:28]=2)=[CH:25][CH:24]=[C:23]1[C:33](O)=[O:34].CN(C(ON1N=NC2C=CC=NC1=2)=[N+](C)C)C.F[P-](F)(F)(F)(F)F.